Dataset: Catalyst prediction with 721,799 reactions and 888 catalyst types from USPTO. Task: Predict which catalyst facilitates the given reaction. Reactant: Cl[C:2]1[C:3]2[N:4]([C:14]([CH2:18][CH2:19][C:20]([F:23])([F:22])[F:21])=[N:15][C:16]=2[CH3:17])[C:5]2[N:11]=[C:10]([O:12][CH3:13])[CH:9]=[CH:8][C:6]=2[N:7]=1.[CH3:24][Mg+].[Br-]. The catalyst class is: 7. Product: [CH3:13][O:12][C:10]1[CH:9]=[CH:8][C:6]2[N:7]=[C:2]([CH3:24])[C:3]3[N:4]([C:14]([CH2:18][CH2:19][C:20]([F:23])([F:22])[F:21])=[N:15][C:16]=3[CH3:17])[C:5]=2[N:11]=1.